This data is from Full USPTO retrosynthesis dataset with 1.9M reactions from patents (1976-2016). The task is: Predict the reactants needed to synthesize the given product. (1) Given the product [C:14]([O:18][C:19](=[O:28])[C:20]1[CH:21]=[CH:22][C:23]([CH2:26][NH:27][S:10]([C:5]2[CH:6]=[CH:7][CH:8]=[CH:9][C:4]=2[N+:1]([O-:3])=[O:2])(=[O:12])=[O:11])=[CH:24][CH:25]=1)([CH3:17])([CH3:15])[CH3:16], predict the reactants needed to synthesize it. The reactants are: [N+:1]([C:4]1[CH:9]=[CH:8][CH:7]=[CH:6][C:5]=1[S:10](Cl)(=[O:12])=[O:11])([O-:3])=[O:2].[C:14]([O:18][C:19](=[O:28])[C:20]1[CH:25]=[CH:24][C:23]([CH2:26][NH2:27])=[CH:22][CH:21]=1)([CH3:17])([CH3:16])[CH3:15].C(N(CC)CC)C. (2) The reactants are: Cl[C:2]1[CH:3]=[CH:4][C:5]2[O:19][CH2:18][N:8]3[C:9]4[CH:10]=[CH:11][CH:12]=[C:13]([CH:16]=[O:17])[C:14]=4[CH:15]=[C:7]3[C:6]=2[N:20]=1.[F:21][C:22]1[CH:27]=[CH:26][C:25]([C:28]2[O:29][C:30]3[CH:40]=[C:39]([N:41]([CH3:46])[S:42]([CH3:45])(=[O:44])=[O:43])[C:38](B4OC(C)(C)C(C)(C)O4)=[CH:37][C:31]=3[C:32]=2[C:33]([NH:35][CH3:36])=[O:34])=[CH:24][CH:23]=1.CC(C1C=C(C(C)C)C(C2C=CC=CC=2P(C2CCCCC2)C2CCCCC2)=C(C(C)C)C=1)C.ClCCl. Given the product [F:21][C:22]1[CH:27]=[CH:26][C:25]([C:28]2[O:29][C:30]3[CH:40]=[C:39]([N:41]([CH3:46])[S:42]([CH3:45])(=[O:43])=[O:44])[C:38]([C:2]4[CH:3]=[CH:4][C:5]5[O:19][CH2:18][N:8]6[C:9]7[CH:10]=[CH:11][CH:12]=[C:13]([CH:16]=[O:17])[C:14]=7[CH:15]=[C:7]6[C:6]=5[N:20]=4)=[CH:37][C:31]=3[C:32]=2[C:33]([NH:35][CH3:36])=[O:34])=[CH:24][CH:23]=1, predict the reactants needed to synthesize it. (3) The reactants are: [NH2:1][C:2]1[CH:29]=[C:28]([N:30]([CH2:32][CH2:33][CH2:34][N:35]([CH3:37])[CH3:36])[CH3:31])[CH:27]=[CH:26][C:3]=1[C:4]([NH:6][C:7]1[C:15]2[C:10](=[CH:11][CH:12]=[C:13]([O:16][CH2:17][C:18]3[CH:23]=[C:22]([F:24])[CH:21]=[C:20]([F:25])[CH:19]=3)[CH:14]=2)[NH:9][N:8]=1)=[O:5].[O:38]1[CH2:43][CH2:42][C:41](=O)[CH2:40][CH2:39]1.C(O)(C(F)(F)F)=O.C(O[BH-](OC(=O)C)OC(=O)C)(=O)C.C[N+](C)(C)C. Given the product [F:24][C:22]1[CH:23]=[C:18]([CH:19]=[C:20]([F:25])[CH:21]=1)[CH2:17][O:16][C:13]1[CH:14]=[C:15]2[C:10](=[CH:11][CH:12]=1)[NH:9][N:8]=[C:7]2[NH:6][C:4](=[O:5])[C:3]1[CH:26]=[CH:27][C:28]([N:30]([CH2:32][CH2:33][CH2:34][N:35]([CH3:36])[CH3:37])[CH3:31])=[CH:29][C:2]=1[NH:1][CH:41]1[CH2:42][CH2:43][O:38][CH2:39][CH2:40]1, predict the reactants needed to synthesize it. (4) Given the product [NH2:1][C:2]1[CH:3]=[C:4]([C:8]2[NH:9][C:10]([C:13]3[C:14]([NH2:20])=[N:15][CH:16]=[C:17]([N:29]4[CH2:28][CH2:27][N:26]([S:23]([CH2:21][CH3:22])(=[O:24])=[O:25])[CH2:31][CH2:30]4)[N:18]=3)=[N:11][N:12]=2)[CH:5]=[CH:6][CH:7]=1, predict the reactants needed to synthesize it. The reactants are: [NH2:1][C:2]1[CH:3]=[C:4]([C:8]2[NH:9][C:10]([C:13]3[C:14]([NH2:20])=[N:15][CH:16]=[C:17](Br)[N:18]=3)=[N:11][N:12]=2)[CH:5]=[CH:6][CH:7]=1.[CH2:21]([S:23]([N:26]1[CH2:31][CH2:30][NH:29][CH2:28][CH2:27]1)(=[O:25])=[O:24])[CH3:22].CCOC(C)=O. (5) Given the product [CH2:1]([O:8][C:9]1[CH:26]=[CH:25][CH:24]=[CH:23][C:10]=1[CH2:11][O:12][C:13]1[CH:14]=[CH:15][C:16]([C:17]([OH:19])=[O:18])=[CH:21][CH:22]=1)[C:2]1[CH:3]=[CH:4][CH:5]=[CH:6][CH:7]=1, predict the reactants needed to synthesize it. The reactants are: [CH2:1]([O:8][C:9]1[CH:26]=[CH:25][CH:24]=[CH:23][C:10]=1[CH2:11][O:12][C:13]1[CH:22]=[CH:21][C:16]([C:17]([O:19]C)=[O:18])=[CH:15][CH:14]=1)[C:2]1[CH:7]=[CH:6][CH:5]=[CH:4][CH:3]=1.[OH-].[Na+]. (6) Given the product [Cl:18][C:10]1[C:11]([C:12]2[NH:14][C:15](=[O:16])[N:29]([C:26]3[CH:27]=[CH:28][C:23]([F:22])=[C:24]([C:38]([F:39])([F:40])[F:41])[CH:25]=3)[N:30]=2)=[CH:17][C:7]([CH2:6][NH:5][C:3](=[O:4])[C:2]([F:21])([F:20])[F:1])=[C:8]([F:19])[CH:9]=1, predict the reactants needed to synthesize it. The reactants are: [F:1][C:2]([F:21])([F:20])[C:3]([NH:5][CH2:6][C:7]1[C:8]([F:19])=[CH:9][C:10]([Cl:18])=[C:11]([CH:17]=1)[C:12]([N:14]=[C:15]=[O:16])=O)=[O:4].[F:22][C:23]1[CH:28]=[CH:27][C:26]([NH:29][NH:30]C(OC(C)(C)C)=O)=[CH:25][C:24]=1[C:38]([F:41])([F:40])[F:39].C(O)(C(F)(F)F)=O. (7) Given the product [Cl:18][C:6]1[C:7]([OH:10])=[CH:8][CH:9]=[C:2]([OH:1])[C:3]=1[CH:4]=[O:5], predict the reactants needed to synthesize it. The reactants are: [OH:1][C:2]1[CH:9]=[CH:8][C:7]([OH:10])=[CH:6][C:3]=1[CH:4]=[O:5].C1C(=O)N([Cl:18])C(=O)C1.OS([O-])=O.[Na+]. (8) The reactants are: [C:1]([C:3]([C:6]1[C:14]2[C:9](=[CH:10][C:11]([F:15])=[CH:12][CH:13]=2)[N:8](C(OCCCC)=O)[CH:7]=1)([CH3:5])[CH3:4])#[N:2].FC(F)(F)C(O)=O. Given the product [F:15][C:11]1[CH:10]=[C:9]2[C:14]([C:6]([C:3]([CH3:5])([CH3:4])[C:1]#[N:2])=[CH:7][NH:8]2)=[CH:13][CH:12]=1, predict the reactants needed to synthesize it. (9) Given the product [CH3:3][O:4][CH2:5][C:6]1[S:10][C:9]([CH2:11][N:12]2[N:16]=[C:15]([NH2:17])[CH:14]=[N:13]2)=[N:8][CH:7]=1, predict the reactants needed to synthesize it. The reactants are: N#N.[CH3:3][O:4][CH2:5][C:6]1[S:10][C:9]([CH2:11][N:12]2[N:16]=[C:15]([N+:17]([O-])=O)[CH:14]=[N:13]2)=[N:8][CH:7]=1.[NH4+].[Cl-].